This data is from Catalyst prediction with 721,799 reactions and 888 catalyst types from USPTO. The task is: Predict which catalyst facilitates the given reaction. (1) Reactant: [F:1][CH:2]1[CH2:7][CH2:6][N:5]([C:8]2[CH:15]=[CH:14][C:11]([C:12]#[N:13])=[CH:10][C:9]=2[C:16]([F:19])([F:18])[F:17])[CH2:4][CH2:3]1.[NH2:20][OH:21]. Product: [F:1][CH:2]1[CH2:7][CH2:6][N:5]([C:8]2[CH:15]=[CH:14][C:11]([C:12](=[N:20][OH:21])[NH2:13])=[CH:10][C:9]=2[C:16]([F:19])([F:17])[F:18])[CH2:4][CH2:3]1. The catalyst class is: 14. (2) Reactant: [Cl:1][C:2]1[C:10]([S:11]([CH3:14])(=[O:13])=[O:12])=[CH:9][C:5]([C:6]([OH:8])=[O:7])=[C:4]([O:15][CH2:16][CH3:17])[CH:3]=1.[N+](=[CH2:20])=[N-]. Product: [CH3:20][O:7][C:6](=[O:8])[C:5]1[CH:9]=[C:10]([S:11]([CH3:14])(=[O:12])=[O:13])[C:2]([Cl:1])=[CH:3][C:4]=1[O:15][CH2:16][CH3:17]. The catalyst class is: 365. (3) Reactant: C([N:8]1[CH2:13][CH2:12][C:11]2([C:21]3[C:16](=[CH:17][CH:18]=[CH:19][CH:20]=3)[CH:15]=[CH:14]2)[CH2:10][CH2:9]1)(OC(C)(C)C)=O. Product: [NH:8]1[CH2:13][CH2:12][C:11]2([C:21]3[C:16](=[CH:17][CH:18]=[CH:19][CH:20]=3)[CH2:15][CH2:14]2)[CH2:10][CH2:9]1. The catalyst class is: 63. (4) The catalyst class is: 9. Product: [NH2:15][C:16]1[C:21]([S:22]([NH:25][C:26]([C:28]2[CH:33]=[CH:32][C:31]([C:21]3[CH:16]=[N:17][C:18]([O:14][C@@H:12]([CH3:13])[CH2:11][O:10][CH2:3][C:4]4[CH:9]=[CH:8][CH:7]=[CH:6][CH:5]=4)=[CH:19][CH:20]=3)=[N:30][C:29]=2[N:41]2[CH2:45][C@@H:44]([CH3:46])[CH2:43][C:42]2([CH3:47])[CH3:48])=[O:27])(=[O:23])=[O:24])=[CH:20][CH:19]=[CH:18][N:17]=1. Reactant: [H-].[Na+].[CH2:3]([O:10][CH2:11][C@H:12]([OH:14])[CH3:13])[C:4]1[CH:9]=[CH:8][CH:7]=[CH:6][CH:5]=1.[NH2:15][C:16]1[C:21]([S:22]([NH:25][C:26]([C:28]2[C:29]([N:41]3[CH2:45][C@@H:44]([CH3:46])[CH2:43][C:42]3([CH3:48])[CH3:47])=[N:30][C:31](C3C=CC=C(F)N=3)=[CH:32][CH:33]=2)=[O:27])(=[O:24])=[O:23])=[CH:20][CH:19]=[CH:18][N:17]=1. (5) Reactant: S(Cl)(Cl)(=O)=O.[CH3:29][NH:28][S:25]([C:22]1[CH:23]=[CH:24][C:19]([S:18][S:18][C:19]2[CH:24]=[CH:23][C:22]([S:25]([NH:28][CH3:29])(=[O:27])=[O:26])=[CH:21][CH:20]=2)=[CH:20][CH:21]=1)(=[O:27])=[O:26].[CH2:30]([O:32][C:33](=[O:46])[CH2:34][C:35]1[C:36]([CH3:45])=[CH:37][N:38]2[C:43]=1[CH:42]=[CH:41][C:40]([F:44])=[CH:39]2)[CH3:31]. Product: [CH2:30]([O:32][C:33](=[O:46])[CH2:34][C:35]1[C:36]([CH3:45])=[C:37]([S:18][C:19]2[CH:20]=[CH:21][C:22]([S:25](=[O:26])(=[O:27])[NH:28][CH3:29])=[CH:23][CH:24]=2)[N:38]2[C:43]=1[CH:42]=[CH:41][C:40]([F:44])=[CH:39]2)[CH3:31]. The catalyst class is: 4.